This data is from Catalyst prediction with 721,799 reactions and 888 catalyst types from USPTO. The task is: Predict which catalyst facilitates the given reaction. (1) Reactant: [NH:1]1[CH2:6][CH2:5][O:4][CH2:3][CH2:2]1.C([O-])([O-])=O.[K+].[K+].Cl[CH2:14][C:15]([O:17][CH2:18][CH3:19])=[O:16]. Product: [O:4]1[CH2:5][CH2:6][N:1]([CH2:14][C:15]([O:17][CH2:18][CH3:19])=[O:16])[CH2:2][CH2:3]1. The catalyst class is: 3. (2) Reactant: C[O:2][C:3](=[O:35])[CH2:4][C:5]1[CH:10]=[CH:9][C:8]([C:11]#[C:12][C:13]2[CH:18]=[C:17]([C:19]([CH3:22])([CH3:21])[CH3:20])[C:16]([O:23][CH:24]([CH3:26])[CH3:25])=[C:15]([CH2:27][C:28]#[C:29][Si](C)(C)C)[C:14]=2[CH3:34])=[CH:7][CH:6]=1.[OH-].[Li+]. Product: [C:19]([C:17]1[C:16]([O:23][CH:24]([CH3:26])[CH3:25])=[C:15]([CH2:27][C:28]#[CH:29])[C:14]([CH3:34])=[C:13]([C:12]#[C:11][C:8]2[CH:7]=[CH:6][C:5]([CH2:4][C:3]([OH:35])=[O:2])=[CH:10][CH:9]=2)[CH:18]=1)([CH3:22])([CH3:20])[CH3:21]. The catalyst class is: 111. (3) Reactant: [CH3:1][C:2]1[CH:7]=[C:6]([CH3:8])[CH:5]=[C:4]([CH3:9])[C:3]=1[CH2:10][C:11](Cl)=[O:12].C(=O)([O-])[O-].[K+].[K+].[NH2:20][C:21]1([C:30]#[N:31])[CH2:26][CH2:25][N:24]([O:27][CH2:28][CH3:29])[CH2:23][CH2:22]1. Product: [C:30]([C:21]1([NH:20][C:11](=[O:12])[CH2:10][C:3]2[C:2]([CH3:1])=[CH:7][C:6]([CH3:8])=[CH:5][C:4]=2[CH3:9])[CH2:26][CH2:25][N:24]([O:27][CH2:28][CH3:29])[CH2:23][CH2:22]1)#[N:31]. The catalyst class is: 10. (4) Reactant: [C:1]([O:5][C:6]([N:8]1[CH2:11][C:10]([NH:14][C:15]([O:17][C:18]([CH3:21])([CH3:20])[CH3:19])=[O:16])([CH2:12][OH:13])[CH2:9]1)=[O:7])([CH3:4])([CH3:3])[CH3:2].C(N(CC)CC)C.[CH3:29][S:30](Cl)(=[O:32])=[O:31].C(O)(=O)C. Product: [C:1]([O:5][C:6]([N:8]1[CH2:11][C:10]([NH:14][C:15]([O:17][C:18]([CH3:21])([CH3:20])[CH3:19])=[O:16])([CH2:12][O:13][S:30]([CH3:29])(=[O:32])=[O:31])[CH2:9]1)=[O:7])([CH3:3])([CH3:4])[CH3:2]. The catalyst class is: 34. (5) Reactant: [C:1](Cl)(=[O:23])[CH2:2][CH2:3][CH2:4][CH2:5][CH2:6][CH2:7][CH2:8][CH2:9][CH2:10][CH2:11][CH2:12][CH2:13][CH2:14][CH2:15][CH2:16][CH2:17][CH2:18][CH2:19][CH2:20][CH2:21][CH3:22].[N:25]1([CH2:30][CH:31]([OH:33])[CH3:32])[CH:29]=[CH:28][N:27]=[CH:26]1.CN(C)C=O. Product: [C:1]([O:33][CH:31]([CH3:32])[CH2:30][N:25]1[CH:29]=[CH:28][N:27]=[CH:26]1)(=[O:23])[CH2:2][CH2:3][CH2:4][CH2:5][CH2:6][CH2:7][CH2:8][CH2:9][CH2:10][CH2:11][CH2:12][CH2:13][CH2:14][CH2:15][CH2:16][CH2:17][CH2:18][CH2:19][CH2:20][CH2:21][CH3:22]. The catalyst class is: 11. (6) Reactant: [Cl:1][C:2]1[S:6][C:5]([C:7]([NH:9][CH2:10][CH:11]([OH:28])[CH2:12][NH:13][C:14]2[CH:19]=[CH:18][C:17]([N:20]3[CH2:25][CH2:24][O:23][CH2:22][C:21]3=[O:26])=[C:16]([F:27])[CH:15]=2)=[O:8])=[CH:4][CH:3]=1.[C:29](=C1N=CC=N1)=[O:30].CN(C1C=CC=CN=1)C.C(#N)C. Product: [Cl:1][C:2]1[S:6][C:5]([C:7]([NH:9][CH2:10][CH:11]2[O:28][C:29](=[O:30])[N:13]([C:14]3[CH:19]=[CH:18][C:17]([N:20]4[CH2:25][CH2:24][O:23][CH2:22][C:21]4=[O:26])=[C:16]([F:27])[CH:15]=3)[CH2:12]2)=[O:8])=[CH:4][CH:3]=1. The catalyst class is: 12. (7) Reactant: [Cl:1][C:2]1[N:7]=[CH:6][C:5]2[C:8](I)=[N:9][N:10]([CH:11]([CH3:13])[CH3:12])[C:4]=2[CH:3]=1.[CH3:15][C:16]1[CH:17]=[N:18][N:19]([CH:30]2[CH2:35][CH2:34][CH2:33][CH2:32][O:31]2)[C:20]=1B1OC(C)(C)C(C)(C)O1.ClCCl.C(#N)C.C(=O)([O-])[O-].[Na+].[Na+]. Product: [Cl:1][C:2]1[N:7]=[CH:6][C:5]2[C:8]([C:20]3[N:19]([CH:30]4[CH2:35][CH2:34][CH2:33][CH2:32][O:31]4)[N:18]=[CH:17][C:16]=3[CH3:15])=[N:9][N:10]([CH:11]([CH3:13])[CH3:12])[C:4]=2[CH:3]=1. The catalyst class is: 140.